From a dataset of Full USPTO retrosynthesis dataset with 1.9M reactions from patents (1976-2016). Predict the reactants needed to synthesize the given product. (1) Given the product [Cl:1][C:2]1[CH:11]=[C:10]([N+:12]([O-:14])=[O:13])[CH:9]=[CH:8][C:3]=1[C:4]1[N:6]([CH3:7])[N:28]=[N:27][N:26]=1, predict the reactants needed to synthesize it. The reactants are: [Cl:1][C:2]1[CH:11]=[C:10]([N+:12]([O-:14])=[O:13])[CH:9]=[CH:8][C:3]=1[C:4]([NH:6][CH3:7])=O.S(Cl)(Cl)=O.C1(C)C=CC=CC=1.[N:26]([Si](C)(C)C)=[N+:27]=[N-:28]. (2) Given the product [Cl:35][C:4]1[CH:3]=[C:2]([C:65]2[S:66][CH:67]=[C:68]([CH3:70])[N:69]=2)[CH:7]=[CH:6][C:5]=1[C:8]1[C:19](=[O:20])[N:18]([CH2:21][C@@H:22]2[O:27][CH2:26][CH2:25][N:24]([C:28]([O:30][C:31]([CH3:34])([CH3:33])[CH3:32])=[O:29])[CH2:23]2)[C:11]2[N:12]=[C:13]([S:16][CH3:17])[N:14]=[CH:15][C:10]=2[CH:9]=1, predict the reactants needed to synthesize it. The reactants are: Br[C:2]1[CH:7]=[CH:6][C:5]([C:8]2[C:19](=[O:20])[N:18]([CH2:21][C@@H:22]3[O:27][CH2:26][CH2:25][N:24]([C:28]([O:30][C:31]([CH3:34])([CH3:33])[CH3:32])=[O:29])[CH2:23]3)[C:11]3[N:12]=[C:13]([S:16][CH3:17])[N:14]=[CH:15][C:10]=3[CH:9]=2)=[C:4]([Cl:35])[CH:3]=1.B1(B2OC(C)(C)C(C)(C)O2)OC(C)(C)C(C)(C)O1.CC([O-])=O.[K+].O1CCBO1.Br[C:65]1[S:66][CH:67]=[C:68]([CH3:70])[N:69]=1. (3) Given the product [O:21]=[C:20]1[C:4]2[C:5]3[C:6](=[C:7]([C:11]4[CH:12]=[CH:13][CH:14]=[CH:15][CH:16]=4)[NH:8][C:9]=3[CH:10]=[C:2]([NH:1][C:29](=[O:30])[CH:28]([C:22]3[CH:27]=[CH:26][CH:25]=[CH:24][CH:23]=3)[CH3:32])[CH:3]=2)[CH:17]=[N:18][NH:19]1, predict the reactants needed to synthesize it. The reactants are: [NH2:1][C:2]1[CH:3]=[C:4]2[C:20](=[O:21])[NH:19][N:18]=[CH:17][C:6]3=[C:7]([C:11]4[CH:16]=[CH:15][CH:14]=[CH:13][CH:12]=4)[NH:8][C:9]([CH:10]=1)=[C:5]23.[C:22]1([CH:28]([CH3:32])[C:29](O)=[O:30])[CH:27]=[CH:26][CH:25]=[CH:24][CH:23]=1.C(N(CC)CC)C.F[P-](F)(F)(F)(F)F.N1(OC(N(C)C)=[N+](C)C)C2N=CC=CC=2N=N1.